From a dataset of Peptide-MHC class II binding affinity with 134,281 pairs from IEDB. Regression. Given a peptide amino acid sequence and an MHC pseudo amino acid sequence, predict their binding affinity value. This is MHC class II binding data. (1) The peptide sequence is GGESFGIVVAWKVRL. The MHC is DRB1_1501 with pseudo-sequence DRB1_1501. The binding affinity (normalized) is 0.698. (2) The peptide sequence is WNTDIKTLKFDALSG. The MHC is DRB1_1101 with pseudo-sequence DRB1_1101. The binding affinity (normalized) is 0.310. (3) The peptide sequence is VDRQWAQDLTLPWQS. The MHC is DRB1_0901 with pseudo-sequence DRB1_0901. The binding affinity (normalized) is 0.206. (4) The peptide sequence is PSMGRDIKVQFQSGG. The MHC is DRB1_0401 with pseudo-sequence DRB1_0401. The binding affinity (normalized) is 0.309. (5) The peptide sequence is TGGKFRLKGKSCDDW. The MHC is DRB1_0101 with pseudo-sequence DRB1_0101. The binding affinity (normalized) is 0.436.